Task: Predict the reactants needed to synthesize the given product.. Dataset: Full USPTO retrosynthesis dataset with 1.9M reactions from patents (1976-2016) (1) The reactants are: [CH2:1]([O:8][C:9]1[CH:10]=[C:11]([CH2:17][CH2:18][NH:19][C:20](=O)/[CH:21]=[CH:22]/[C:23]2[CH:28]=[C:27]([O:29][CH3:30])[C:26]([O:31][CH3:32])=[CH:25][C:24]=2[CH3:33])[CH:12]=[CH:13][C:14]=1[O:15][CH3:16])[C:2]1[CH:7]=[CH:6][CH:5]=[CH:4][CH:3]=1.O=P(Cl)(Cl)Cl.[BH4-].[Na+]. Given the product [CH2:1]([O:8][C:9]1[CH:10]=[C:11]2[C:12](=[CH:13][C:14]=1[O:15][CH3:16])[CH:20](/[CH:21]=[CH:22]/[C:23]1[CH:28]=[C:27]([O:29][CH3:30])[C:26]([O:31][CH3:32])=[CH:25][C:24]=1[CH3:33])[NH:19][CH2:18][CH2:17]2)[C:2]1[CH:7]=[CH:6][CH:5]=[CH:4][CH:3]=1, predict the reactants needed to synthesize it. (2) Given the product [CH2:1]([CH:3]=[CH:4][PH:5](=[O:6])[O:7][CH2:8][CH2:9][OH:10])[CH3:2], predict the reactants needed to synthesize it. The reactants are: [CH2:1]([CH:3]=[CH:4][PH:5](=[O:7])[OH:6])[CH3:2].[CH2:8](O)[CH2:9][OH:10]. (3) Given the product [F:1][C:2]1[CH:3]=[C:4]([NH:5][C:27]([N:17]2[C:18]3[C:14](=[CH:13][C:12]([O:11][CH3:10])=[C:20]([C:21]([F:24])([F:22])[F:23])[CH:19]=3)[CH2:15][CH2:16]2)=[O:25])[CH:6]=[C:7]([I:9])[CH:8]=1, predict the reactants needed to synthesize it. The reactants are: [F:1][C:2]1[CH:3]=[C:4]([CH:6]=[C:7]([I:9])[CH:8]=1)[NH2:5].[CH3:10][O:11][C:12]1[CH:13]=[C:14]2[C:18](=[CH:19][C:20]=1[C:21]([F:24])([F:23])[F:22])[NH:17][CH2:16][CH2:15]2.[OH2:25].Cl[CH2:27]Cl. (4) Given the product [F:1][C:2]1[CH:7]=[CH:6][C:5]([F:8])=[CH:4][C:3]=1[CH:9]1[CH2:13][CH2:12][CH2:11][N:10]1[C:14]1[CH:19]=[CH:18][N:17]2[N:20]=[CH:21][C:22]([C:32]#[C:31][C:30]([N:27]3[CH2:28][CH2:29][O:24][CH2:25][CH2:26]3)=[O:33])=[C:16]2[N:15]=1, predict the reactants needed to synthesize it. The reactants are: [F:1][C:2]1[CH:7]=[CH:6][C:5]([F:8])=[CH:4][C:3]=1[CH:9]1[CH2:13][CH2:12][CH2:11][N:10]1[C:14]1[CH:19]=[CH:18][N:17]2[N:20]=[CH:21][C:22](I)=[C:16]2[N:15]=1.[O:24]1[CH2:29][CH2:28][N:27]([C:30](=[O:33])[C:31]#[CH:32])[CH2:26][CH2:25]1.